This data is from Retrosynthesis with 50K atom-mapped reactions and 10 reaction types from USPTO. The task is: Predict the reactants needed to synthesize the given product. (1) The reactants are: CCOC(=O)CN1CCN(C2CCNCC2)CC1.Cc1cc(C[C@@H](OC(=O)N2CCC(N3CCc4ccccc4NC3=O)CC2)C(=O)O)cc2oc(=O)[nH]c12. Given the product CCOC(=O)CN1CCN(C2CCN(C(=O)[C@@H](Cc3cc(C)c4[nH]c(=O)oc4c3)OC(=O)N3CCC(N4CCc5ccccc5NC4=O)CC3)CC2)CC1, predict the reactants needed to synthesize it. (2) Given the product CC(C)Oc1ccc(S(C)(=O)=O)cc1C(=O)N1CCc2ccc3c(c2C1)OCO3, predict the reactants needed to synthesize it. The reactants are: CC(C)Oc1ccc(S(C)(=O)=O)cc1C(=O)O.c1cc2c(c3c1CCNC3)OCO2. (3) Given the product Cc1ccc(-c2cccc3cccnc23)cc1NC(=O)COCC(=O)Nc1ccc(Cl)cc1C(=O)O, predict the reactants needed to synthesize it. The reactants are: Cc1ccc(Br)cc1NC(=O)COCC(=O)Nc1ccc(Cl)cc1C(=O)O.OB(O)c1cccc2cccnc12. (4) Given the product CCOC(=O)CNC(=O)C1(CC)CCCCCCC1, predict the reactants needed to synthesize it. The reactants are: CCC1(C(=O)Cl)CCCCCCC1.CCOC(=O)CN. (5) Given the product CN(C(=O)c1cc(C(F)(F)F)cc(C(F)(F)F)c1)c1cnccc1-c1ccccc1C(F)(F)F, predict the reactants needed to synthesize it. The reactants are: CN(C(=O)c1cc(C(F)(F)F)cc(C(F)(F)F)c1)c1cnccc1Br.OB(O)c1ccccc1C(F)(F)F. (6) Given the product N#Cc1ccc(NC2CCC(OCC(=O)N3CCN(CC4Cc5cc(C(F)(F)F)ccc5O4)CC3)CC2)cc1C(F)(F)F, predict the reactants needed to synthesize it. The reactants are: FC(F)(F)c1ccc2c(c1)CC(CN1CCNCC1)O2.N#Cc1ccc(NC2CCC(OCC(=O)O)CC2)cc1C(F)(F)F. (7) The reactants are: Cc1ccc(-c2oncc2C(=O)O)cc1.FC1(F)CCCNC1. Given the product Cc1ccc(-c2oncc2C(=O)N2CCCC(F)(F)C2)cc1, predict the reactants needed to synthesize it.